From a dataset of Full USPTO retrosynthesis dataset with 1.9M reactions from patents (1976-2016). Predict the reactants needed to synthesize the given product. (1) Given the product [CH3:19][N:20]1[CH2:25][CH2:24][C:23](=[N:11][N:10]([CH2:9][CH2:8][C:5]2[CH:6]=[N:7][C:2]([CH3:1])=[CH:3][CH:4]=2)[C:12]2[CH:13]=[CH:14][C:15]([CH3:18])=[CH:16][CH:17]=2)[CH2:22][CH2:21]1, predict the reactants needed to synthesize it. The reactants are: [CH3:1][C:2]1[N:7]=[CH:6][C:5]([CH2:8][CH2:9][N:10]([C:12]2[CH:17]=[CH:16][C:15]([CH3:18])=[CH:14][CH:13]=2)[NH2:11])=[CH:4][CH:3]=1.[CH3:19][N:20]1[CH2:25][CH2:24][C:23](=O)[CH2:22][CH2:21]1. (2) Given the product [F:1][C:2]1[C:7]([F:8])=[CH:6][CH:5]=[CH:4][C:3]=1[C:9]1([OH:18])[CH2:10][CH2:11][CH:17]=[CH:16][CH2:15][CH2:14]1, predict the reactants needed to synthesize it. The reactants are: [F:1][C:2]1[C:7]([F:8])=[CH:6][CH:5]=[CH:4][C:3]=1[C:9]([OH:18])([CH2:14][CH2:15][CH:16]=[CH2:17])[CH2:10][CH2:11]C=C. (3) Given the product [CH:23]([C:18]1[CH:19]=[CH:20][CH:21]=[CH:22][C:17]=1[C:9]1[N:8]([C:5]2[CH:6]=[CH:7][C:2]([C:34]3[CH:33]=[CH:32][CH:31]=[C:30]([S:27]([CH3:26])(=[O:29])=[O:28])[CH:35]=3)=[CH:3][CH:4]=2)[CH:12]=[C:11]([C:13]([OH:16])([CH3:15])[CH3:14])[N:10]=1)([CH3:25])[CH3:24], predict the reactants needed to synthesize it. The reactants are: Br[C:2]1[CH:7]=[CH:6][C:5]([N:8]2[CH:12]=[C:11]([C:13]([OH:16])([CH3:15])[CH3:14])[N:10]=[C:9]2[C:17]2[CH:22]=[CH:21][CH:20]=[CH:19][C:18]=2[CH:23]([CH3:25])[CH3:24])=[CH:4][CH:3]=1.[CH3:26][S:27]([C:30]1[CH:31]=[C:32](B(O)O)[CH:33]=[CH:34][CH:35]=1)(=[O:29])=[O:28].C([O-])([O-])=O.[K+].[K+].COCCOC.